From a dataset of Peptide-MHC class II binding affinity with 134,281 pairs from IEDB. Regression. Given a peptide amino acid sequence and an MHC pseudo amino acid sequence, predict their binding affinity value. This is MHC class II binding data. (1) The peptide sequence is SLILPGIKAQQSKLA. The MHC is DRB3_0101 with pseudo-sequence DRB3_0101. The binding affinity (normalized) is 0.353. (2) The peptide sequence is GKIDFLNNYALFLSP. The MHC is HLA-DPA10201-DPB11401 with pseudo-sequence HLA-DPA10201-DPB11401. The binding affinity (normalized) is 0.188. (3) The peptide sequence is IFSQNMNIKLQMPLY. The MHC is DRB5_0101 with pseudo-sequence DRB5_0101. The binding affinity (normalized) is 0.299. (4) The peptide sequence is ASAAILGHDGTVWAQ. The MHC is DRB1_0405 with pseudo-sequence DRB1_0405. The binding affinity (normalized) is 0.0453. (5) The peptide sequence is KTMVKKWRDVPYLTK. The MHC is DRB1_0801 with pseudo-sequence DRB1_0801. The binding affinity (normalized) is 0.509.